Task: Predict the reactants needed to synthesize the given product.. Dataset: Full USPTO retrosynthesis dataset with 1.9M reactions from patents (1976-2016) Given the product [CH3:42][O:41][C:39]([N:22]1[CH2:23][CH2:24][CH2:25][CH:20]([CH2:19][NH:18][C:16]2[CH:15]=[C:14]([N:26]3[CH2:27][CH2:28][O:29][CH2:30][CH2:31]3)[CH:13]=[C:12]([CH2:11][S:10][C:6]3[O:7][C:8]([CH3:9])=[C:4]([CH3:3])[N:5]=3)[N:17]=2)[CH2:21]1)=[O:40], predict the reactants needed to synthesize it. The reactants are: Cl.Cl.[CH3:3][C:4]1[N:5]=[C:6]([S:10][CH2:11][C:12]2[N:17]=[C:16]([NH:18][CH2:19][CH:20]3[CH2:25][CH2:24][CH2:23][NH:22][CH2:21]3)[CH:15]=[C:14]([N:26]3[CH2:31][CH2:30][O:29][CH2:28][CH2:27]3)[CH:13]=2)[O:7][C:8]=1[CH3:9].C(=O)([O-])[O-].[K+].[K+].Cl[C:39]([O:41][CH3:42])=[O:40].O.